Dataset: Forward reaction prediction with 1.9M reactions from USPTO patents (1976-2016). Task: Predict the product of the given reaction. (1) Given the reactants Cl[C:2]1[N:3]=[CH:4][C:5]([C:8]([N:10]2[CH2:15][CH2:14][C:13]3[NH:16][C:17]([C:19]4[C:27]5[C:22](=[CH:23][C:24]([C:28]6[CH:33]=[C:32]([F:34])[C:31]([OH:35])=[CH:30][C:29]=6[CH2:36][CH3:37])=[CH:25][CH:26]=5)[NH:21][N:20]=4)=[N:18][C:12]=3[CH2:11]2)=[O:9])=[N:6][CH:7]=1.[CH:38]1([NH2:44])[CH2:43][CH2:42][CH2:41][CH2:40][CH2:39]1, predict the reaction product. The product is: [CH:38]1([NH:44][C:2]2[N:3]=[CH:4][C:5]([C:8]([N:10]3[CH2:15][CH2:14][C:13]4[NH:16][C:17]([C:19]5[C:27]6[C:22](=[CH:23][C:24]([C:28]7[CH:33]=[C:32]([F:34])[C:31]([OH:35])=[CH:30][C:29]=7[CH2:36][CH3:37])=[CH:25][CH:26]=6)[NH:21][N:20]=5)=[N:18][C:12]=4[CH2:11]3)=[O:9])=[N:6][CH:7]=2)[CH2:43][CH2:42][CH2:41][CH2:40][CH2:39]1. (2) Given the reactants [NH2:1][C:2]1([C:8]([O:10][CH2:11][C:12]2[CH:17]=[CH:16][CH:15]=[CH:14][CH:13]=2)=[O:9])[CH2:7][CH2:6][CH2:5][CH2:4][CH2:3]1.C(N(CC)CC)C.[N:25]1([C:31](Cl)=[O:32])[CH2:30][CH2:29][O:28][CH2:27][CH2:26]1, predict the reaction product. The product is: [N:25]1([C:31]([NH:1][C:2]2([C:8]([O:10][CH2:11][C:12]3[CH:13]=[CH:14][CH:15]=[CH:16][CH:17]=3)=[O:9])[CH2:7][CH2:6][CH2:5][CH2:4][CH2:3]2)=[O:32])[CH2:30][CH2:29][O:28][CH2:27][CH2:26]1.